From a dataset of Full USPTO retrosynthesis dataset with 1.9M reactions from patents (1976-2016). Predict the reactants needed to synthesize the given product. Given the product [F:1][C:2]1[CH:7]=[CH:6][CH:5]=[CH:4][C:3]=1[C:8]([NH:10][C:11]1[CH:20]=[CH:19][C:14]([C:15]([NH:22][NH2:23])=[O:16])=[CH:13][CH:12]=1)=[O:9], predict the reactants needed to synthesize it. The reactants are: [F:1][C:2]1[CH:7]=[CH:6][CH:5]=[CH:4][C:3]=1[C:8]([NH:10][C:11]1[CH:20]=[CH:19][C:14]([C:15](OC)=[O:16])=[CH:13][CH:12]=1)=[O:9].O.[NH2:22][NH2:23].